Regression. Given a peptide amino acid sequence and an MHC pseudo amino acid sequence, predict their binding affinity value. This is MHC class I binding data. From a dataset of Peptide-MHC class I binding affinity with 185,985 pairs from IEDB/IMGT. The peptide sequence is APRRRDEEL. The MHC is HLA-B57:01 with pseudo-sequence HLA-B57:01. The binding affinity (normalized) is 0.0847.